Dataset: Full USPTO retrosynthesis dataset with 1.9M reactions from patents (1976-2016). Task: Predict the reactants needed to synthesize the given product. (1) Given the product [CH3:17][C:15]([O:18][C:19]([N:21]([C:36]([O:38][C:39]([CH3:40])([CH3:42])[CH3:41])=[O:37])[C:22]1[C:23]([C:24]([O:26][CH2:27][CH3:28])=[O:25])=[CH:29][C:30]([Cl:35])=[C:31]([CH2:33][N:11]2[CH2:12][CH2:13][N:8]([C:6]([O:5][C:1]([CH3:4])([CH3:2])[CH3:3])=[O:7])[CH2:9][CH2:10]2)[CH:32]=1)=[O:20])([CH3:14])[CH3:16], predict the reactants needed to synthesize it. The reactants are: [C:1]([O:5][C:6]([N:8]1[CH2:13][CH2:12][NH:11][CH2:10][CH2:9]1)=[O:7])([CH3:4])([CH3:3])[CH3:2].[CH3:14][C:15]([O:18][C:19]([N:21]([C:36]([O:38][C:39]([CH3:42])([CH3:41])[CH3:40])=[O:37])[C:22]1[CH:32]=[C:31]([CH2:33]Br)[C:30]([Cl:35])=[CH:29][C:23]=1[C:24]([O:26][CH2:27][CH3:28])=[O:25])=[O:20])([CH3:17])[CH3:16].O.C(OCC)(=O)C. (2) Given the product [CH3:1][O:2][CH2:3][CH2:4][O:5][C:6]1[CH:11]=[CH:10][C:9]2[N:12]=[C:35]([C:34]3[CH:33]=[CH:32][C:31]([C:29]([NH:28][C:24]4[CH:25]=[C:26]5[C:21](=[CH:22][CH:23]=4)[NH:20][C:19]([CH3:18])=[CH:27]5)=[O:30])=[CH:38][CH:37]=3)[NH:15][C:8]=2[CH:7]=1, predict the reactants needed to synthesize it. The reactants are: [CH3:1][O:2][CH2:3][CH2:4][O:5][C:6]1[CH:11]=[CH:10][C:9]([N+:12]([O-])=O)=[C:8]([N+:15]([O-])=O)[CH:7]=1.[CH3:18][C:19]1[NH:20][C:21]2[C:26]([CH:27]=1)=[CH:25][C:24]([NH:28][C:29]([C:31]1[CH:38]=[CH:37][C:34]([CH:35]=O)=[CH:33][CH:32]=1)=[O:30])=[CH:23][CH:22]=2. (3) The reactants are: [CH3:1][O:2][C:3]1[CH:8]=[CH:7][C:6]([CH2:9][C:10]([CH3:19])([CH3:18])[C:11]([O:13][C:14]([CH3:17])([CH3:16])[CH3:15])=[O:12])=[CH:5][CH:4]=1.[I:20]I. Given the product [I:20][C:4]1[CH:5]=[C:6]([CH2:9][C:10]([CH3:19])([CH3:18])[C:11]([O:13][C:14]([CH3:17])([CH3:16])[CH3:15])=[O:12])[CH:7]=[CH:8][C:3]=1[O:2][CH3:1], predict the reactants needed to synthesize it. (4) Given the product [OH:16][N:13]1[C:14](=[O:15])[CH2:9][CH2:10][C:11]1=[O:12].[C:17](=[O:16])([O-:18])[O:8][CH2:7][C:3]1[CH:2]=[N:1][CH:6]=[CH:5][CH:4]=1, predict the reactants needed to synthesize it. The reactants are: [N:1]1[CH:6]=[CH:5][CH:4]=[C:3]([CH2:7][OH:8])[CH:2]=1.[CH2:9]1[C:14](=[O:15])[N:13]([O:16][C:17](ON2C(=O)CCC2=O)=[O:18])[C:11](=[O:12])[CH2:10]1.N1C=CC=CC=1. (5) Given the product [F:1][C:2]1[CH:7]=[CH:6][C:5]([CH2:8][C:9]([C:14]2[CH:15]=[CH:16][N+:17]([O-:20])=[CH:18][CH:19]=2)([O:10][CH3:11])[O:12][CH3:13])=[CH:4][CH:3]=1, predict the reactants needed to synthesize it. The reactants are: [F:1][C:2]1[CH:7]=[CH:6][C:5]([CH2:8][C:9]([C:14]2[CH:19]=[CH:18][N:17]=[CH:16][CH:15]=2)([O:12][CH3:13])[O:10][CH3:11])=[CH:4][CH:3]=1.[OH:20]O. (6) Given the product [NH2:1][C:4]1[CH:13]=[CH:12][C:7]([C:8]([O:10][CH3:11])=[O:9])=[CH:6][C:5]=1[C:14]([O:16][CH3:17])=[O:15], predict the reactants needed to synthesize it. The reactants are: [N+:1]([C:4]1[CH:13]=[CH:12][C:7]([C:8]([O:10][CH3:11])=[O:9])=[CH:6][C:5]=1[C:14]([O:16][CH3:17])=[O:15])([O-])=O.